From a dataset of Forward reaction prediction with 1.9M reactions from USPTO patents (1976-2016). Predict the product of the given reaction. (1) The product is: [Cl:24][C:11]1[CH:10]=[C:9](/[CH:8]=[CH:7]/[C:6]([OH:25])=[O:5])[CH:14]=[C:13]([CH3:15])[C:12]=1[O:16][C:17]1[CH:22]=[CH:21][C:20]([OH:23])=[CH:19][N:18]=1. Given the reactants C([O:5][C:6](=[O:25])/[CH:7]=[CH:8]/[C:9]1[CH:14]=[C:13]([CH3:15])[C:12]([O:16][C:17]2[CH:22]=[CH:21][C:20]([OH:23])=[CH:19][N:18]=2)=[C:11]([Cl:24])[CH:10]=1)CCC.[OH-].[Na+], predict the reaction product. (2) Given the reactants [C:1]([C:4]1[CH:9]=[CH:8][CH:7]=[CH:6][C:5]=1[NH:10][C:11]1[CH:16]=[CH:15][C:14]([C:17]([F:20])([F:19])[F:18])=[CH:13][C:12]=1[NH:21][C:22]1[CH:31]=[CH:30][C:29]([CH2:32][N:33]([CH2:41][C:42]2[CH:47]=[CH:46][CH:45]=[CH:44][CH:43]=2)[CH2:34][C:35]2[CH:40]=[CH:39][CH:38]=[CH:37][CH:36]=2)=[CH:28][C:23]=1[C:24]([O:26]C)=[O:25])([OH:3])=[O:2].C1COCC1.[OH-].[Li+].Cl, predict the reaction product. The product is: [C:1]([C:4]1[CH:9]=[CH:8][CH:7]=[CH:6][C:5]=1[NH:10][C:11]1[CH:16]=[CH:15][C:14]([C:17]([F:20])([F:19])[F:18])=[CH:13][C:12]=1[NH:21][C:22]1[CH:31]=[CH:30][C:29]([CH2:32][N:33]([CH2:41][C:42]2[CH:43]=[CH:44][CH:45]=[CH:46][CH:47]=2)[CH2:34][C:35]2[CH:36]=[CH:37][CH:38]=[CH:39][CH:40]=2)=[CH:28][C:23]=1[C:24]([OH:26])=[O:25])([OH:3])=[O:2].